Predict the product of the given reaction. From a dataset of Forward reaction prediction with 1.9M reactions from USPTO patents (1976-2016). (1) Given the reactants [H-].[Na+].[CH2:3]([N:10]([CH3:21])[CH2:11][CH2:12][C@@H:13]([OH:20])[CH2:14][O:15][C:16]([CH3:19])([CH3:18])[CH3:17])[C:4]1[CH:9]=[CH:8][CH:7]=[CH:6][CH:5]=1.[Cl:22][C:23]1[CH:28]=[CH:27][C:26](F)=[C:25]([Cl:30])[CH:24]=1, predict the reaction product. The product is: [CH2:3]([N:10]([CH2:11][CH2:12][C@@H:13]([O:20][C:26]1[CH:27]=[CH:28][C:23]([Cl:22])=[CH:24][C:25]=1[Cl:30])[CH2:14][O:15][C:16]([CH3:18])([CH3:17])[CH3:19])[CH3:21])[C:4]1[CH:9]=[CH:8][CH:7]=[CH:6][CH:5]=1. (2) Given the reactants C([O:3][C:4](=[O:34])[C@@H:5]([O:31][CH2:32][CH3:33])[CH2:6][C:7]1[CH:12]=[CH:11][C:10]([O:13][CH2:14][CH2:15][CH2:16][O:17][C:18]2[CH:23]=[CH:22][C:21]([CH2:24][C:25]3[CH:30]=[CH:29][CH:28]=[CH:27][CH:26]=3)=[CH:20][CH:19]=2)=[CH:9][CH:8]=1)C.[Li+].[OH-], predict the reaction product. The product is: [CH2:24]([C:21]1[CH:22]=[CH:23][C:18]([O:17][CH2:16][CH2:15][CH2:14][O:13][C:10]2[CH:9]=[CH:8][C:7]([CH2:6][C@H:5]([O:31][CH2:32][CH3:33])[C:4]([OH:34])=[O:3])=[CH:12][CH:11]=2)=[CH:19][CH:20]=1)[C:25]1[CH:30]=[CH:29][CH:28]=[CH:27][CH:26]=1.